From a dataset of Full USPTO retrosynthesis dataset with 1.9M reactions from patents (1976-2016). Predict the reactants needed to synthesize the given product. (1) The reactants are: [NH2:1][C:2]1[N:7]=[C:6]([N:8]2[CH:17]([CH3:18])[CH2:16][C:15]3[C:10](=[CH:11][C:12]([C:19]4[CH:20]=[C:21]([C:25](O)=[O:26])[N:22]([CH3:24])[CH:23]=4)=[CH:13][CH:14]=3)[CH2:9]2)[CH:5]=[C:4]([N:28]2[CH2:33][CH2:32][N:31]([CH3:34])[CH2:30][CH2:29]2)[N:3]=1.[CH3:35][NH2:36]. Given the product [NH2:1][C:2]1[N:7]=[C:6]([N:8]2[CH:17]([CH3:18])[CH2:16][C:15]3[C:10](=[CH:11][C:12]([C:19]4[CH:20]=[C:21]([C:25]([NH:36][CH3:35])=[O:26])[N:22]([CH3:24])[CH:23]=4)=[CH:13][CH:14]=3)[CH2:9]2)[CH:5]=[C:4]([N:28]2[CH2:33][CH2:32][N:31]([CH3:34])[CH2:30][CH2:29]2)[N:3]=1, predict the reactants needed to synthesize it. (2) Given the product [CH3:21][C:20]1[CH:19]=[CH:18][C:14]([C:15](=[O:17])[NH:28][C:26]2[S:27][C:23]([CH3:22])=[N:24][N:25]=2)=[CH:13][C:12]=1[C@@H:10]1[CH2:11][C@H:9]1[NH:8][C:6](=[O:7])[O:5][C:1]([CH3:2])([CH3:3])[CH3:4], predict the reactants needed to synthesize it. The reactants are: [C:1]([O:5][C:6]([NH:8][C@@H:9]1[CH2:11][C@H:10]1[C:12]1[CH:13]=[C:14]([CH:18]=[CH:19][C:20]=1[CH3:21])[C:15]([OH:17])=O)=[O:7])([CH3:4])([CH3:3])[CH3:2].[CH3:22][C:23]1[S:27][C:26]([NH2:28])=[N:25][N:24]=1.CN(C(ON1N=NC2C=CC=NC1=2)=[N+](C)C)C.F[P-](F)(F)(F)(F)F.C(=O)([O-])O.[Na+]. (3) Given the product [Cl:32][C:33]1[N:37]([CH3:38])[N:36]=[C:35]([CH3:39])[C:34]=1[S:40]([N:5]1[C:6]([C:7]2[CH:12]=[CH:11][CH:10]=[CH:9][CH:8]=2)=[C:2]([CH3:1])[C:3]([CH:13]=[O:14])=[CH:4]1)(=[O:41])=[O:42], predict the reactants needed to synthesize it. The reactants are: [CH3:1][C:2]1[C:3]([CH:13]=[O:14])=[CH:4][NH:5][C:6]=1[C:7]1[CH:12]=[CH:11][CH:10]=[CH:9][CH:8]=1.[H-].[Na+].C1OCCOCCOCCOCCOC1.[Cl:32][C:33]1[N:37]([CH3:38])[N:36]=[C:35]([CH3:39])[C:34]=1[S:40](Cl)(=[O:42])=[O:41]. (4) Given the product [Cl:16][C:6]1[C:5]2[C:10](=[CH:11][CH:12]=[C:3]([O:2][CH3:1])[CH:4]=2)[N:9]=[CH:8][N:7]=1, predict the reactants needed to synthesize it. The reactants are: [CH3:1][O:2][C:3]1[CH:4]=[C:5]2[C:10](=[CH:11][CH:12]=1)[N:9]=[CH:8][NH:7][C:6]2=O.O=P(Cl)(Cl)[Cl:16].[OH-].[Na+]. (5) Given the product [CH2:1]([O:3][C:4](=[O:17])/[CH:5]=[C:6](/[O:8][C:9]1[CH:14]=[CH:13][C:12]([Cl:15])=[CH:11][C:10]=1[Cl:16])\[CH2:7][Br:18])[CH3:2], predict the reactants needed to synthesize it. The reactants are: [CH2:1]([O:3][C:4](=[O:17])/[CH:5]=[C:6](/[O:8][C:9]1[CH:14]=[CH:13][C:12]([Cl:15])=[CH:11][C:10]=1[Cl:16])\[CH3:7])[CH3:2].[Br:18]N1C(=O)CCC1=O.C(OOC(=O)C1C=CC=CC=1)(=O)C1C=CC=CC=1. (6) Given the product [C:10](=[O:13])([S:12][CH:5]([CH2:4][C:3](=[O:7])[CH:2]([CH3:1])[CH2:8][CH3:9])[CH3:6])[CH3:11], predict the reactants needed to synthesize it. The reactants are: [CH3:1][CH:2]([CH2:8][CH3:9])[C:3](=[O:7])[CH:4]=[CH:5][CH3:6].[C:10]([OH:13])(=[S:12])[CH3:11]. (7) The reactants are: [CH3:1][N:2]([CH2:33][CH2:34][C:35]([O:37]C(C)(C)C)=[O:36])[C:3](=[O:32])[C:4]1[CH:9]=[CH:8][C:7]([CH:10]([NH:14][C:15]2[CH:16]=[N:17][C:18]([N:21]3[CH:25]=[C:24]([C:26]4[CH:31]=[CH:30][CH:29]=[CH:28][CH:27]=4)[CH:23]=[N:22]3)=[CH:19][CH:20]=2)[CH2:11][CH2:12][CH3:13])=[CH:6][CH:5]=1.C(O)(C(F)(F)F)=O. Given the product [CH3:1][N:2]([CH2:33][CH2:34][C:35]([OH:37])=[O:36])[C:3](=[O:32])[C:4]1[CH:9]=[CH:8][C:7]([CH:10]([NH:14][C:15]2[CH:16]=[N:17][C:18]([N:21]3[CH:25]=[C:24]([C:26]4[CH:27]=[CH:28][CH:29]=[CH:30][CH:31]=4)[CH:23]=[N:22]3)=[CH:19][CH:20]=2)[CH2:11][CH2:12][CH3:13])=[CH:6][CH:5]=1, predict the reactants needed to synthesize it.